Dataset: Reaction yield outcomes from USPTO patents with 853,638 reactions. Task: Predict the reaction yield, written as a fraction of the theoretical maximum amount of product (1.0 means a 100% yield; for example, 0.34 means a 34% yield). (1) The reactants are [CH3:1][N:2]([C:6]1[CH:11]=[CH:10][CH:9]=[CH:8][CH:7]=1)[C:3](Cl)=[O:4].[OH:12][C:13]1[N:18]=[CH:17][C:16]([N:19]2[C:23](=[O:24])[CH2:22][CH2:21][C:20]2=[O:25])=[CH:15][CH:14]=1.N12CCN(CC1)CC2. The catalyst is O1CCCC1. The product is [O:25]=[C:20]1[CH2:21][CH2:22][C:23](=[O:24])[N:19]1[C:16]1[CH:15]=[CH:14][C:13]([O:12][C:3](=[O:4])[N:2]([CH3:1])[C:6]2[CH:11]=[CH:10][CH:9]=[CH:8][CH:7]=2)=[N:18][CH:17]=1. The yield is 0.850. (2) The reactants are C[O:2][C:3]1[CH:12]=[CH:11][C:6]2[CH:7]=[C:8]([CH3:10])[O:9][C:5]=2[CH:4]=1.B(Br)(Br)Br.CNC(C1C2C=CC(O)=CC=2SC=1C)=O. No catalyst specified. The yield is 0.750. The product is [OH:2][C:3]1[CH:12]=[CH:11][C:6]2[CH:7]=[C:8]([CH3:10])[O:9][C:5]=2[CH:4]=1. (3) The reactants are [NH2:1][CH2:2][CH2:3][N:4]1[C:12]2[C:7](=[CH:8][CH:9]=[C:10]([S:13][CH3:14])[CH:11]=2)[CH:6]=[C:5]1[C:15](=O)[CH:16]([CH3:18])[CH3:17].CCN(CC)CC.[BH4-].[Na+]. The product is [CH:16]([CH:15]1[C:5]2=[CH:6][C:7]3[CH:8]=[CH:9][C:10]([S:13][CH3:14])=[CH:11][C:12]=3[N:4]2[CH2:3][CH2:2][NH:1]1)([CH3:18])[CH3:17]. The catalyst is CO. The yield is 0.425. (4) The reactants are [NH:1]1[CH2:6][CH2:5][CH:4]([N:7]2[CH2:12][CH2:11][C:10](=[O:13])[NH:9][C:8]2=[O:14])[CH2:3][CH2:2]1.C1C=CC2N(O)N=NC=2C=1.[Cl:25][C:26]1[CH:27]=[C:28]2[C:33](=[CH:34][CH:35]=1)[CH:32]=[C:31]([S:36]([CH2:39][C@@H:40]([OH:44])[C:41](O)=[O:42])(=[O:38])=[O:37])[CH:30]=[CH:29]2.CCN=C=NCCCN(C)C. The catalyst is CN(C=O)C. The product is [Cl:25][C:26]1[CH:27]=[C:28]2[C:33](=[CH:34][CH:35]=1)[CH:32]=[C:31]([S:36]([CH2:39][C@@H:40]([OH:44])[C:41]([N:1]1[CH2:2][CH2:3][CH:4]([N:7]3[CH2:12][CH2:11][C:10](=[O:13])[NH:9][C:8]3=[O:14])[CH2:5][CH2:6]1)=[O:42])(=[O:37])=[O:38])[CH:30]=[CH:29]2. The yield is 0.0900. (5) The reactants are C([O-])([O-])=O.[K+].[K+].[C:7]([N:9]=[C:10]([NH:13][CH3:14])[CH2:11][CH3:12])#[N:8].[CH2:15]([O:17][C:18](=[O:21])[CH2:19]Br)[CH3:16].O. The catalyst is CN(C=O)C.[I-].C([N+](CCCC)(CCCC)CCCC)CCC. The product is [C:7]([N:9]=[C:10]([N:13]([CH3:14])[CH2:19][C:18]([O:17][CH2:15][CH3:16])=[O:21])[CH2:11][CH3:12])#[N:8]. The yield is 0.483. (6) The reactants are Cl.Cl.[CH2:3]([C:5]1[N:9]([C:10]2[N:18]=[C:17]3[C:13]([N:14]=[C:15]([C:20]4([OH:26])[CH2:25][CH2:24][CH2:23][NH:22][CH2:21]4)[N:16]3[CH3:19])=[C:12]([N:27]3[CH2:32][CH2:31][O:30][CH2:29][CH2:28]3)[N:11]=2)[C:8]2[CH:33]=[CH:34][CH:35]=[CH:36][C:7]=2[N:6]=1)[CH3:4].[CH3:37][C:38]1([CH3:41])[CH2:40][O:39]1.CCN(C(C)C)C(C)C. The catalyst is CC#N. The product is [CH2:3]([C:5]1[N:9]([C:10]2[N:18]=[C:17]3[C:13]([N:14]=[C:15]([C:20]4([OH:26])[CH2:25][CH2:24][CH2:23][N:22]([CH2:37][C:38]([OH:39])([CH3:41])[CH3:40])[CH2:21]4)[N:16]3[CH3:19])=[C:12]([N:27]3[CH2:28][CH2:29][O:30][CH2:31][CH2:32]3)[N:11]=2)[C:8]2[CH:33]=[CH:34][CH:35]=[CH:36][C:7]=2[N:6]=1)[CH3:4]. The yield is 0.230.